From a dataset of Catalyst prediction with 721,799 reactions and 888 catalyst types from USPTO. Predict which catalyst facilitates the given reaction. Product: [C:1]([O:5][C:6]([N:8]([C@H:16]1[CH2:24][CH2:23][CH2:22][C@H:21]([OH:25])[C@@H:20]([OH:33])[C@H:19]([CH3:41])[O:18][C:17]1=[O:42])[C:9](=[O:15])[O:10][C:11]([CH3:14])([CH3:13])[CH3:12])=[O:7])([CH3:2])([CH3:3])[CH3:4]. Reactant: [C:1]([O:5][C:6]([N:8]([C@H:16]1[CH2:24][CH2:23][CH2:22][C@H:21]([O:25]CC2C=CC=CC=2)[C@@H:20]([O:33]CC2C=CC=CC=2)[C@H:19]([CH3:41])[O:18][C:17]1=[O:42])[C:9](=[O:15])[O:10][C:11]([CH3:14])([CH3:13])[CH3:12])=[O:7])([CH3:4])([CH3:3])[CH3:2]. The catalyst class is: 99.